From a dataset of Peptide-MHC class I binding affinity with 185,985 pairs from IEDB/IMGT. Regression. Given a peptide amino acid sequence and an MHC pseudo amino acid sequence, predict their binding affinity value. This is MHC class I binding data. The peptide sequence is LMQWWSDYV. The MHC is HLA-A02:01 with pseudo-sequence HLA-A02:01. The binding affinity (normalized) is 0.837.